This data is from Full USPTO retrosynthesis dataset with 1.9M reactions from patents (1976-2016). The task is: Predict the reactants needed to synthesize the given product. (1) Given the product [CH:30]1([O:35][C:36](=[O:49])[C@@H:37]([NH:41][C:42]([O:44][C:45]([CH3:48])([CH3:47])[CH3:46])=[O:43])[CH2:38][CH2:39][O:1][C:2]2[CH:11]=[C:10]3[C:5]([C:6]([O:12][C:13]4[CH:14]=[CH:15][C:16]([NH:19][C:20](=[O:27])[C:21]5[CH:26]=[CH:25][CH:24]=[CH:23][CH:22]=5)=[CH:17][CH:18]=4)=[CH:7][CH:8]=[N:9]3)=[CH:4][C:3]=2[O:28][CH3:29])[CH2:31][CH2:32][CH2:33][CH2:34]1, predict the reactants needed to synthesize it. The reactants are: [OH:1][C:2]1[CH:11]=[C:10]2[C:5]([C:6]([O:12][C:13]3[CH:18]=[CH:17][C:16]([NH:19][C:20](=[O:27])[C:21]4[CH:26]=[CH:25][CH:24]=[CH:23][CH:22]=4)=[CH:15][CH:14]=3)=[CH:7][CH:8]=[N:9]2)=[CH:4][C:3]=1[O:28][CH3:29].[CH:30]1([O:35][C:36](=[O:49])[C@@H:37]([NH:41][C:42]([O:44][C:45]([CH3:48])([CH3:47])[CH3:46])=[O:43])[CH2:38][CH2:39]O)[CH2:34][CH2:33][CH2:32][CH2:31]1.C1(P(C2C=CC=CC=2)C2C=CC=CC=2)C=CC=CC=1.N(C(OC(C)C)=O)=NC(OC(C)C)=O. (2) Given the product [CH3:7][C:8]1([CH3:17])[O:12][C@H:11]([CH:13]=[O:14])[CH2:10][O:9]1, predict the reactants needed to synthesize it. The reactants are: CCCCCC.[CH3:7][C:8]1([CH3:17])[O:12][C@H:11]([C:13](OC)=[O:14])[CH2:10][O:9]1.[H-].C([Al+]CC(C)C)C(C)C.[Cl-].[NH4+]. (3) Given the product [CH3:38][N:14]1[C:13]([CH2:12][N:10]2[CH2:11][CH:7]([C:1]3[CH:2]=[CH:3][CH:4]=[CH:5][CH:6]=3)[CH2:8][C:9]2=[O:37])=[CH:17][N:16]=[CH:15]1, predict the reactants needed to synthesize it. The reactants are: [C:1]1([CH:7]2[CH2:11][N:10]([CH2:12][C:13]3[N:14]=[CH:15][N:16](C(C4C=CC=CC=4)(C4C=CC=CC=4)C4C=CC=CC=4)[CH:17]=3)[C:9](=[O:37])[CH2:8]2)[CH:6]=[CH:5][CH:4]=[CH:3][CH:2]=1.[CH3:38]C#N. (4) Given the product [CH3:37][O:36][C:33]1[C:26]([O:25][CH2:23][CH2:22][CH2:34][CH2:35][CH3:40])=[C:27](/[CH:28]=[CH:1]/[C:2]2[N:3]=[C:4]3[S:19][CH:18]=[CH:17][N:5]3[C:6](=[O:16])[C:7]=2[C:8]2[CH:9]=[CH:10][C:11]([C:12]#[N:13])=[CH:14][CH:15]=2)[CH:30]=[CH:31][CH:32]=1, predict the reactants needed to synthesize it. The reactants are: [CH3:1][C:2]1[N:3]=[C:4]2[S:19][CH:18]=[CH:17][N:5]2[C:6](=[O:16])[C:7]=1[C:8]1[CH:15]=[CH:14][C:11]([C:12]#[N:13])=[CH:10][CH:9]=1.CO[CH:22]([CH2:34][CH3:35])[CH:23]([O:25][C:26]1[CH:33]=[CH:32][CH:31]=[CH:30][C:27]=1[CH:28]=O)C.[O-:36][CH2:37]C.[Na+].[CH2:40](O)C. (5) The reactants are: [C:1]([O:5][C:6]([N:8]1[C@@H:13]([CH2:14][O:15]CC2C=CC=CC=2)[CH2:12][O:11][C@@H:10]([CH2:23][CH2:24][CH:25]2[CH2:30][CH2:29][CH2:28][CH2:27][CH2:26]2)[CH2:9]1)=[O:7])([CH3:4])([CH3:3])[CH3:2]. Given the product [C:1]([O:5][C:6]([N:8]1[C@@H:13]([CH2:14][OH:15])[CH2:12][O:11][C@@H:10]([CH2:23][CH2:24][CH:25]2[CH2:26][CH2:27][CH2:28][CH2:29][CH2:30]2)[CH2:9]1)=[O:7])([CH3:4])([CH3:2])[CH3:3], predict the reactants needed to synthesize it. (6) Given the product [Br:15][C:16]1[CH:25]=[CH:24][C:19]2[CH2:20][CH2:21][CH2:22][C:23](=[O:1])[NH:26][C:18]=2[CH:17]=1, predict the reactants needed to synthesize it. The reactants are: [O:1]=P12OP3(OP(OP(O3)(O1)=O)(=O)O2)=O.[Br:15][C:16]1[CH:25]=[C:24]2[C:19]([CH2:20][CH2:21][CH2:22][C:23]2=[N:26]O)=[CH:18][CH:17]=1.BrBr.